Dataset: NCI-60 drug combinations with 297,098 pairs across 59 cell lines. Task: Regression. Given two drug SMILES strings and cell line genomic features, predict the synergy score measuring deviation from expected non-interaction effect. (1) Drug 1: CN(C)N=NC1=C(NC=N1)C(=O)N. Drug 2: CCCCC(=O)OCC(=O)C1(CC(C2=C(C1)C(=C3C(=C2O)C(=O)C4=C(C3=O)C=CC=C4OC)O)OC5CC(C(C(O5)C)O)NC(=O)C(F)(F)F)O. Cell line: COLO 205. Synergy scores: CSS=7.45, Synergy_ZIP=0.0292, Synergy_Bliss=4.61, Synergy_Loewe=4.30, Synergy_HSA=3.46. (2) Drug 1: CN1CCC(CC1)COC2=C(C=C3C(=C2)N=CN=C3NC4=C(C=C(C=C4)Br)F)OC. Drug 2: CC(CN1CC(=O)NC(=O)C1)N2CC(=O)NC(=O)C2. Cell line: UACC62. Synergy scores: CSS=15.3, Synergy_ZIP=-5.86, Synergy_Bliss=-2.63, Synergy_Loewe=-0.689, Synergy_HSA=-0.275. (3) Drug 1: CN1C2=C(C=C(C=C2)N(CCCl)CCCl)N=C1CCCC(=O)O.Cl. Drug 2: CCC1(C2=C(COC1=O)C(=O)N3CC4=CC5=C(C=CC(=C5CN(C)C)O)N=C4C3=C2)O.Cl. Cell line: SF-539. Synergy scores: CSS=49.0, Synergy_ZIP=8.52, Synergy_Bliss=7.95, Synergy_Loewe=-48.5, Synergy_HSA=6.47. (4) Drug 2: CS(=O)(=O)CCNCC1=CC=C(O1)C2=CC3=C(C=C2)N=CN=C3NC4=CC(=C(C=C4)OCC5=CC(=CC=C5)F)Cl. Synergy scores: CSS=75.8, Synergy_ZIP=7.54, Synergy_Bliss=5.31, Synergy_Loewe=-4.77, Synergy_HSA=6.98. Cell line: NCIH23. Drug 1: CN(CC1=CN=C2C(=N1)C(=NC(=N2)N)N)C3=CC=C(C=C3)C(=O)NC(CCC(=O)O)C(=O)O. (5) Drug 1: CC(C)(C#N)C1=CC=C(C=C1)N2C3=C4C=C(C=CC4=NC=C3N(C2=O)C)C5=CC6=CC=CC=C6N=C5. Drug 2: CN1C=C(C=N1)C2=C3N=C(C(=C(N3N=C2)N)Br)C4CCCNC4. Cell line: UACC62. Synergy scores: CSS=59.7, Synergy_ZIP=4.36, Synergy_Bliss=5.00, Synergy_Loewe=-1.44, Synergy_HSA=9.90.